This data is from Catalyst prediction with 721,799 reactions and 888 catalyst types from USPTO. The task is: Predict which catalyst facilitates the given reaction. Reactant: [N-]=C=O.[F-].C([N+](CCCC)(CCCC)CCCC)CCC.[CH2:22]([O:29][C:30]1[CH:35]=[C:34]([C:36]2[S:40][CH:39]=[N:38][CH:37]=2)[CH:33]=[CH:32][C:31]=1[N:41]1[S:45](=[O:47])(=[O:46])[N:44](CC[Si](C)(C)C)[C:43](=[O:54])[CH2:42]1)[C:23]1[CH:28]=[CH:27][CH:26]=[CH:25][CH:24]=1. Product: [CH2:22]([O:29][C:30]1[CH:35]=[C:34]([C:36]2[S:40][CH:39]=[N:38][CH:37]=2)[CH:33]=[CH:32][C:31]=1[N:41]1[S:45](=[O:47])(=[O:46])[NH:44][C:43](=[O:54])[CH2:42]1)[C:23]1[CH:24]=[CH:25][CH:26]=[CH:27][CH:28]=1. The catalyst class is: 49.